From a dataset of Forward reaction prediction with 1.9M reactions from USPTO patents (1976-2016). Predict the product of the given reaction. (1) Given the reactants FC(F)(F)C(O)=O.[CH3:8][N:9]([CH3:38])[C:10]1[CH:15]=[CH:14][C:13]([NH:16][C:17]2[CH:29]=[C:28]([CH2:30][CH2:31][C:32]3[CH:37]=[CH:36][CH:35]=[CH:34][CH:33]=3)[CH:27]=[CH:26][C:18]=2[C:19]([O:21]C(C)(C)C)=[O:20])=[CH:12][CH:11]=1, predict the reaction product. The product is: [CH3:38][N:9]([CH3:8])[C:10]1[CH:11]=[CH:12][C:13]([NH:16][C:17]2[CH:29]=[C:28]([CH2:30][CH2:31][C:32]3[CH:37]=[CH:36][CH:35]=[CH:34][CH:33]=3)[CH:27]=[CH:26][C:18]=2[C:19]([OH:21])=[O:20])=[CH:14][CH:15]=1. (2) Given the reactants [N:1]1([CH2:13][C:14]([O:16]C(C)(C)C)=[O:15])[CH2:6][CH2:5][N:4]([CH2:7][C:8]([O:10][CH2:11][CH3:12])=[O:9])[CH2:3][CH2:2]1.[ClH:21].C(OCC)(=O)C, predict the reaction product. The product is: [ClH:21].[ClH:21].[CH2:11]([O:10][C:8](=[O:9])[CH2:7][N:4]1[CH2:5][CH2:6][N:1]([CH2:13][C:14]([OH:16])=[O:15])[CH2:2][CH2:3]1)[CH3:12]. (3) The product is: [CH3:32][C:20]1[N:19]([CH2:18][C:13]2[CH:14]=[CH:15][CH:16]=[CH:17][C:12]=2[C:9]2[CH:8]=[CH:7][C:6]([C:4]([O:3][CH2:1][CH3:2])=[O:5])=[CH:11][CH:10]=2)[C:27]2[C:22]([C:21]=1[CH3:31])=[CH:23][C:24]([C:28](=[O:29])[NH:42][CH:39]([C:33]1[CH:38]=[CH:37][CH:36]=[CH:35][CH:34]=1)[CH2:40][CH3:41])=[CH:25][CH:26]=2. Given the reactants [CH2:1]([O:3][C:4]([C:6]1[CH:11]=[CH:10][C:9]([C:12]2[CH:17]=[CH:16][CH:15]=[CH:14][C:13]=2[CH2:18][N:19]2[C:27]3[C:22](=[CH:23][C:24]([C:28](O)=[O:29])=[CH:25][CH:26]=3)[C:21]([CH3:31])=[C:20]2[CH3:32])=[CH:8][CH:7]=1)=[O:5])[CH3:2].[C:33]1([CH:39]([NH2:42])[CH2:40][CH3:41])[CH:38]=[CH:37][CH:36]=[CH:35][CH:34]=1, predict the reaction product. (4) Given the reactants Cl.[NH2:2][C:3]1[S:4][C:5]([F:8])=[CH:6][N:7]=1.[F:9][C:10]1[CH:11]=[C:12]2[C:18]3([CH2:22][CH2:21][N:20]([C:23]([O:25][C:26](C)(C)C)=[O:24])[CH2:19]3)[CH2:17][NH:16][C:13]2=[CH:14][CH:15]=1.Cl[C:31](OC)=[O:32], predict the reaction product. The product is: [F:9][C:10]1[CH:11]=[C:12]2[C:18]3([CH2:22][CH2:21][N:20]([C:23]([O:25][CH3:26])=[O:24])[CH2:19]3)[CH2:17][N:16]([C:31](=[O:32])[NH:2][C:3]3[S:4][C:5]([F:8])=[CH:6][N:7]=3)[C:13]2=[CH:14][CH:15]=1. (5) Given the reactants [CH3:1][NH:2][CH2:3][CH2:4][OH:5].[H-].[Na+].Cl[C:9]1[N:14]=[CH:13][C:12]([C:15]([C:28]2[CH:33]=[CH:32][C:31]([OH:34])=[CH:30][CH:29]=2)=[C:16]([C:19]2[CH:20]=[CH:21][C:22]3[O:26][CH2:25][CH2:24][C:23]=3[CH:27]=2)[CH2:17][CH3:18])=[CH:11][CH:10]=1, predict the reaction product. The product is: [O:26]1[C:22]2[CH:21]=[CH:20][C:19]([C:16]([CH2:17][CH3:18])=[C:15]([C:28]3[CH:29]=[CH:30][C:31]([OH:34])=[CH:32][CH:33]=3)[C:12]3[CH:13]=[N:14][C:9]([O:5][CH2:4][CH2:3][NH:2][CH3:1])=[CH:10][CH:11]=3)=[CH:27][C:23]=2[CH2:24][CH2:25]1.